Dataset: CYP2C19 inhibition data for predicting drug metabolism from PubChem BioAssay. Task: Regression/Classification. Given a drug SMILES string, predict its absorption, distribution, metabolism, or excretion properties. Task type varies by dataset: regression for continuous measurements (e.g., permeability, clearance, half-life) or binary classification for categorical outcomes (e.g., BBB penetration, CYP inhibition). Dataset: cyp2c19_veith. (1) The compound is Cc1ccc(C(=O)Nc2ccc3nccnc3c2)cc1. The result is 1 (inhibitor). (2) The compound is Nc1[nH]n2c(=O)c3c(nc2c1N=Nc1ccccc1)CCCC3. The result is 0 (non-inhibitor). (3) The compound is O=C(O)CCc1ccc(-c2ccc(Cl)cc2)n1CCC(=O)O. The result is 0 (non-inhibitor). (4) The drug is C#C[C@]1(O)CC[C@H]2[C@H]3CCC4=Cc5oncc5C[C@]4(C)[C@@H]3CC[C@]21C. The result is 0 (non-inhibitor).